Dataset: Full USPTO retrosynthesis dataset with 1.9M reactions from patents (1976-2016). Task: Predict the reactants needed to synthesize the given product. (1) Given the product [CH:19]1[C:20]2[C:24]3[CH:25]=[CH:26][CH:27]=[CH:28][C:23]=3[S:22][C:21]=2[C:16]([N:6]2[C:5]3[CH:4]=[CH:3][C:2]([F:1])=[CH:14][C:13]=3[C:12]3[C:7]2=[CH:8][CH:9]=[CH:10][CH:11]=3)=[CH:17][CH:18]=1, predict the reactants needed to synthesize it. The reactants are: [F:1][C:2]1[CH:3]=[CH:4][C:5]2[NH:6][C:7]3[C:12]([C:13]=2[CH:14]=1)=[CH:11][CH:10]=[CH:9][CH:8]=3.I[C:16]1[C:21]2[S:22][C:23]3[CH:28]=[CH:27][CH:26]=[CH:25][C:24]=3[C:20]=2[CH:19]=[CH:18][CH:17]=1.P([O-])([O-])([O-])=O.[K+].[K+].[K+].[C@@H]1(N)CCCC[C@H]1N. (2) The reactants are: [F:1][C:2]1[CH:7]=[C:6]([F:8])[CH:5]=[CH:4][C:3]=1[C:9]1[C:14]([F:15])=[CH:13][N:12]=[C:11]([NH:16][C:17]2[CH:18]=[C:19]([CH2:29]O)[CH:20]=[C:21]([S:23]([F:28])([F:27])([F:26])([F:25])[F:24])[CH:22]=2)[N:10]=1.S(Cl)([Cl:33])=O. Given the product [Cl:33][CH2:29][C:19]1[CH:18]=[C:17]([NH:16][C:11]2[N:10]=[C:9]([C:3]3[CH:4]=[CH:5][C:6]([F:8])=[CH:7][C:2]=3[F:1])[C:14]([F:15])=[CH:13][N:12]=2)[CH:22]=[C:21]([S:23]([F:26])([F:24])([F:25])([F:28])[F:27])[CH:20]=1, predict the reactants needed to synthesize it. (3) Given the product [Cl:17][C:18]1[CH:23]=[CH:22][C:21]([C:24]2[CH2:27][CH2:26][C:25]=2[NH:4][C:1](=[O:3])[CH3:2])=[CH:20][CH:19]=1, predict the reactants needed to synthesize it. The reactants are: [C:1]([NH2:4])(=[O:3])[CH3:2].O.C1(C)C=CC(S(O)(=O)=O)=CC=1.[Cl:17][C:18]1[CH:23]=[CH:22][C:21]([CH:24]2[CH2:27][CH2:26][C:25]2=O)=[CH:20][CH:19]=1.O. (4) Given the product [CH3:24][C:15]1[CH:16]=[C:17]([NH:26][NH:27][C:1]2[CH:6]=[CH:5][CH:4]=[C:3]([CH3:7])[CH:2]=2)[CH:18]=[CH:19][CH:20]=1, predict the reactants needed to synthesize it. The reactants are: [C:1]1(C)[CH:6]=[CH:5][CH:4]=[C:3]([C:7](O)=O)[CH:2]=1.S(Cl)(Cl)=O.[C:15]1([CH3:24])[CH:20]=[CH:19][CH:18]=[C:17](C(Cl)=O)[CH:16]=1.O.[NH2:26][NH2:27]. (5) Given the product [CH3:1][C:2]1[C:3](=[O:36])[NH:4][C:5](=[O:27])[N:6]([CH2:8][CH2:9][CH2:10][N:11]2[CH2:16][C@H:15]3[C@:13]([C:17]4[CH:22]=[CH:21][C:20]([C:23]([F:26])([F:25])[F:24])=[CH:19][CH:18]=4)([CH2:14]3)[CH2:12]2)[N:7]=1, predict the reactants needed to synthesize it. The reactants are: [CH3:1][C:2]1[C:3](=[O:36])[N:4](C(C2C=CC=CC=2)=O)[C:5](=[O:27])[N:6]([CH2:8][CH2:9][CH2:10][N:11]2[CH2:16][C@H:15]3[C@:13]([C:17]4[CH:22]=[CH:21][C:20]([C:23]([F:26])([F:25])[F:24])=[CH:19][CH:18]=4)([CH2:14]3)[CH2:12]2)[N:7]=1.CO. (6) Given the product [Cl:1][C:2]1[N:7]=[C:6]([O:19][C:11]2[CH:12]=[CH:13][C:14]([N+:16]([O-:18])=[O:17])=[CH:15][C:10]=2[F:9])[CH:5]=[CH:4][N:3]=1, predict the reactants needed to synthesize it. The reactants are: [Cl:1][C:2]1[N:7]=[C:6](Cl)[CH:5]=[CH:4][N:3]=1.[F:9][C:10]1[CH:15]=[C:14]([N+:16]([O-:18])=[O:17])[CH:13]=[CH:12][C:11]=1[OH:19].C([O-])(O)=O.[Na+].